The task is: Binary Classification. Given a miRNA mature sequence and a target amino acid sequence, predict their likelihood of interaction.. This data is from Experimentally validated miRNA-target interactions with 360,000+ pairs, plus equal number of negative samples. The miRNA is cel-miR-360-3p with sequence UGACCGUAAUCCCGUUCACAA. The protein sequence of the target gene is MGYDVTRFQGDVDEDLICPICSGVLEEPVQAPHCEHAFCNACITQWFSQQQTCPVDRSVVTVAHLRPVPRIMRNMLSKLQIACDNAVFGCSAVVRLDNLMSHLSDCEHNPKRPVTCEQGCGLEMPKDELPNHNCIKHLRSVVQQQQSRIAELEKTSAEHKHQLAEQKRDIQLLKAYMRAIRSVNPNLQNLEETIEYNEILEWVNSLQPARVTRWGGMISTPDAVLQAVIKRSLVESGCPASIVNELIENAHERSWPQGLATLETRQMNRRYYENYVAKRIPGKQAVVVMACENQHMGDDM.... Result: 0 (no interaction).